From a dataset of Forward reaction prediction with 1.9M reactions from USPTO patents (1976-2016). Predict the product of the given reaction. (1) Given the reactants C(=O)([O-])[O-].[K+].[K+].[Cl:7][C:8]1[CH:13]=[CH:12][C:11]([CH2:14][CH2:15][C:16]2[CH:17]=[C:18]([OH:22])[CH:19]=[CH:20][CH:21]=2)=[CH:10][CH:9]=1.[CH2:23]([O:25][C:26]([C:28]1[C:29]2[S:37][CH:36]=[C:35]([CH2:38]Br)[C:30]=2[C:31]([Cl:34])=[N:32][CH:33]=1)=[O:27])[CH3:24], predict the reaction product. The product is: [CH2:23]([O:25][C:26]([C:28]1[C:29]2[S:37][CH:36]=[C:35]([CH2:38][O:22][C:18]3[CH:19]=[CH:20][CH:21]=[C:16]([CH2:15][CH2:14][C:11]4[CH:12]=[CH:13][C:8]([Cl:7])=[CH:9][CH:10]=4)[CH:17]=3)[C:30]=2[C:31]([Cl:34])=[N:32][CH:33]=1)=[O:27])[CH3:24]. (2) Given the reactants O[CH:2]([C:4]1[CH:9]=[CH:8][C:7]([CH2:10][C:11]2[CH:16]=[CH:15][C:14]([CH:17](O)[CH3:18])=[CH:13][CH:12]=2)=[CH:6][CH:5]=1)[CH3:3].C(C1C=C(O)C(=CC=1)O)(C)(C)C.C1(C)C=CC(S(O)(=O)=O)=CC=1.CC1C=CC=CC=1C, predict the reaction product. The product is: [CH:17]([C:14]1[CH:15]=[CH:16][C:11]([CH2:10][C:7]2[CH:6]=[CH:5][C:4]([CH:2]=[CH2:3])=[CH:9][CH:8]=2)=[CH:12][CH:13]=1)=[CH2:18].